Dataset: Catalyst prediction with 721,799 reactions and 888 catalyst types from USPTO. Task: Predict which catalyst facilitates the given reaction. (1) Reactant: C([O:3][C:4](=[O:44])[CH:5]([C:10]1[CH:11]=[C:12]([C:34]2[CH:39]=[CH:38][C:37]([C:40]([F:43])([F:42])[F:41])=[CH:36][CH:35]=2)[CH:13]=[C:14]([CH:16]2[CH2:21][CH2:20][CH2:19][N:18]([C:22](=[O:33])[C:23]3[CH:28]=[CH:27][C:26]([C:29]([F:32])([F:31])[F:30])=[CH:25][CH:24]=3)[CH2:17]2)[CH:15]=1)[CH2:6][CH:7]([CH3:9])[CH3:8])C.[OH-].[K+]. Product: [CH3:8][CH:7]([CH3:9])[CH2:6][CH:5]([C:10]1[CH:11]=[C:12]([C:34]2[CH:39]=[CH:38][C:37]([C:40]([F:43])([F:41])[F:42])=[CH:36][CH:35]=2)[CH:13]=[C:14]([CH:16]2[CH2:21][CH2:20][CH2:19][N:18]([C:22](=[O:33])[C:23]3[CH:28]=[CH:27][C:26]([C:29]([F:31])([F:32])[F:30])=[CH:25][CH:24]=3)[CH2:17]2)[CH:15]=1)[C:4]([OH:44])=[O:3]. The catalyst class is: 14. (2) Reactant: [F:1][C:2]1[CH:3]=[CH:4][C:5]([NH:8][C:9]([C@@H:11]2[CH2:15][CH2:14][N:13]([C:16]([O:18][CH2:19][C:20]3[CH:25]=[CH:24][CH:23]=[CH:22][CH:21]=3)=[O:17])[N:12]2[C:26](=[O:45])[C@@H:27]([CH2:33][N:34]([CH:43]=[O:44])[O:35][CH2:36][C:37]2[CH:42]=[CH:41][CH:40]=[CH:39][CH:38]=2)[CH2:28][CH2:29][CH2:30][CH2:31][CH3:32])=[O:10])=[N:6][CH:7]=1.ClC1C=C(C(OO)=[O:54])C=CC=1. Product: [F:1][C:2]1[CH:3]=[CH:4][C:5]([NH:8][C:9]([C@@H:11]2[CH2:15][CH2:14][N:13]([C:16]([O:18][CH2:19][C:20]3[CH:25]=[CH:24][CH:23]=[CH:22][CH:21]=3)=[O:17])[N:12]2[C:26](=[O:45])[C@@H:27]([CH2:33][N:34]([CH:43]=[O:44])[O:35][CH2:36][C:37]2[CH:42]=[CH:41][CH:40]=[CH:39][CH:38]=2)[CH2:28][CH2:29][CH2:30][CH2:31][CH3:32])=[O:10])=[N+:6]([O-:54])[CH:7]=1. The catalyst class is: 4. (3) Reactant: [C:1]1([CH2:9][OH:10])[C:2]([CH2:7][OH:8])=[CH:3][CH:4]=[CH:5][CH:6]=1.C(N(CC)C(C)C)(C)C.[Si:20](Cl)([C:23]([CH3:26])([CH3:25])[CH3:24])([CH3:22])[CH3:21]. Product: [Si:20]([O:8][CH2:7][C:2]1[CH:3]=[CH:4][CH:5]=[CH:6][C:1]=1[CH2:9][OH:10])([C:23]([CH3:26])([CH3:25])[CH3:24])([CH3:22])[CH3:21]. The catalyst class is: 268. (4) Reactant: [NH2:1][C:2]1[CH:15]=[CH:14][C:5]([O:6][C:7]2[N:12]=[CH:11][N:10]=[C:9]([NH2:13])[CH:8]=2)=[CH:4][CH:3]=1.C1([O:22][C:23](=O)[NH:24][C:25]2[CH:30]=[CH:29][CH:28]=[C:27]([S:31]([CH3:34])(=[O:33])=[O:32])[CH:26]=2)C=CC=CC=1.C(OCC)(=O)C.O. Product: [NH2:13][C:9]1[N:10]=[CH:11][N:12]=[C:7]([O:6][C:5]2[CH:14]=[CH:15][C:2]([NH:1][C:23]([NH:24][C:25]3[CH:30]=[CH:29][CH:28]=[C:27]([S:31]([CH3:34])(=[O:33])=[O:32])[CH:26]=3)=[O:22])=[CH:3][CH:4]=2)[CH:8]=1. The catalyst class is: 376.